From a dataset of Experimentally validated miRNA-target interactions with 360,000+ pairs, plus equal number of negative samples. Binary Classification. Given a miRNA mature sequence and a target amino acid sequence, predict their likelihood of interaction. (1) The miRNA is hsa-miR-4781-5p with sequence UAGCGGGGAUUCCAAUAUUGG. The protein sequence of the target gene is MHPRRPDGFDGLGYRGGARDEQGFGGAFPARSFSTGSDLGHWVTTPPDIPGSRNLHWGEKSPPYGVPTTSTPYEGPTEEPFSSGGGGSVQGQSSEQLNRFAGFGIGLASLFTENVLAHPCIVLRRQCQVNYHAQHYHLTPFTVINIMYSFNKTQGPRALWKGMGSTFIVQGVTLGAEGIISEFTPLPREVLHKWSPKQIGEHLLLKSLTYVVAMPFYSASLIETVQSEIIRDNTGILECVKEGIGRVIGMGVPHSKRLLPLLSLIFPTVLHGVLHYIISSVIQKFVLLILKRKTYNSHLA.... Result: 0 (no interaction). (2) The miRNA is mmu-miR-499-3p with sequence GAACAUCACAGCAAGUCUGUGCU. The protein sequence of the target gene is MAVENNTQRSYSIIPCFIFVELVIMAGTVLLAYYFECTDTFQVHIQGFFCQDGDLMKPYPGTEEESFISPLVLYCVLAATPTAIIFIGEISMYFIKSTRESLIAEEKMILTGDCCYLSPLLRRIIRFIGVFAFGLFATDIFVNAGQVVTGHLTPYFLTVCQPNYTSTDCRAHQQFINNGNICTGDLEVIEKARRSFPSKHAALSIYSALYATMYITSTIKTKSSRLAKPVLCLGTLCTAFLTGLNRVSEYRNHCSDVIAGFILGTAVALFLGMCVVHNFRGTQGSPSKPKPEDPRGVPLM.... Result: 0 (no interaction). (3) The miRNA is hsa-miR-6778-3p with sequence UGCCUCCCUGACAUUCCACAG. The protein sequence of the target gene is MAAAAAAAAAVGVRLRDCCSRGAVLLLFFSLSPRPPAAAAWLLGLRPEDTAGGRVSLEGGTLRAAEGTSFLLRVYFQPGPPATAAPVPSPTLNSGENGTGDWAPRLVFIEEPPGGGGVAPSAVPTRPPGPQRCREQSDWASDVEVLGPLRPGGVAGSALVQVRVRELRKGEAERGGAGGGGKLFSLCAWDGRAWHHHGAAGGFLLRVRPRLYGPGGDLLPPAWLRALGALLLLALSALFSGLRLSLLSLDPVELRVLRNSGSAAEQEQARRVQAVRGRGTHLLCTLLLGQAGANAALAGW.... Result: 1 (interaction). (4) The miRNA is hsa-miR-8055 with sequence CUUUGAGCACAUGAGCAGACGGA. The protein sequence of the target gene is MMGLFPRTTGALAIFVVVILVHGELRIETKGQYDEEEMTMQQAKRRQKREWVKFAKPCREGEDNSKRNPIAKITSDYQATQKITYRISGVGIDQPPFGIFVVDKNTGDINITAIVDREETPSFLITCRALNAQGLDVEKPLILTVKILDINDNPPVFSQQIFMGEIEENSASNSLVMILNATDADEPNHLNSKIAFKIVSQEPAGTPMFLLSRNTGEVRTLTNSLDREQASSYRLVVSGADKDGEGLSTQCECNIKVKDVNDNFPMFRDSQYSARIEENILSSELLRFQVTDLDEEYTDN.... Result: 1 (interaction).